This data is from Reaction yield outcomes from USPTO patents with 853,638 reactions. The task is: Predict the reaction yield, written as a fraction of the theoretical maximum amount of product (1.0 means a 100% yield; for example, 0.34 means a 34% yield). The reactants are O[CH:2]1[O:6][C:5](=O)[CH:4]=[C:3]1[C:8]1[CH:13]=[CH:12][C:11]([O:14][CH3:15])=[CH:10][CH:9]=1.O.[NH2:17][NH2:18]. The catalyst is C(O)C. The product is [CH3:15][O:14][C:11]1[CH:12]=[CH:13][C:8]([C:3]2[CH:2]=[N:18][NH:17][C:5](=[O:6])[CH:4]=2)=[CH:9][CH:10]=1. The yield is 0.870.